From a dataset of Forward reaction prediction with 1.9M reactions from USPTO patents (1976-2016). Predict the product of the given reaction. (1) Given the reactants Br[CH2:2][C:3]1[CH:10]=[CH:9][C:8]([F:11])=[CH:7][C:4]=1[C:5]#[N:6].[C:12]1(=[O:22])[NH:16][C:15](=[O:17])[C:14]2=[CH:18][CH:19]=[CH:20][CH:21]=[C:13]12.C([O-])([O-])=O.[Cs+].[Cs+].C([O-])([O-])=O.[K+].[K+], predict the reaction product. The product is: [O:17]=[C:15]1[C:14]2[C:13](=[CH:21][CH:20]=[CH:19][CH:18]=2)[C:12](=[O:22])[N:16]1[CH2:2][C:3]1[CH:10]=[CH:9][C:8]([F:11])=[CH:7][C:4]=1[C:5]#[N:6]. (2) Given the reactants [F:1][C:2]([F:15])([F:14])[S:3]([O:6]S(C(F)(F)F)(=O)=O)(=[O:5])=[O:4].[N:16]1([C:22]2[CH:27]=[CH:26][CH:25]=[CH:24][C:23]=2O)[CH2:21][CH2:20][O:19][CH2:18][CH2:17]1.C(N(CC)CC)C, predict the reaction product. The product is: [F:1][C:2]([F:15])([F:14])[S:3]([O:6][C:23]1[CH:24]=[CH:25][CH:26]=[CH:27][C:22]=1[N:16]1[CH2:17][CH2:18][O:19][CH2:20][CH2:21]1)(=[O:5])=[O:4]. (3) Given the reactants [OH:1][CH:2]1[CH2:7][C@@H:6]([C:8]2[CH:13]=[CH:12][CH:11]=[CH:10][CH:9]=2)[O:5][C@@H:4]([C:14]2[CH:15]=[C:16]([CH:21]=[CH:22][CH:23]=2)[C:17]([O:19][CH3:20])=[O:18])[CH2:3]1.[Cr](Cl)([O-])(=O)=O.[NH+]1C=CC=CC=1, predict the reaction product. The product is: [O:1]=[C:2]1[CH2:7][C@@H:6]([C:8]2[CH:9]=[CH:10][CH:11]=[CH:12][CH:13]=2)[O:5][C@@H:4]([C:14]2[CH:15]=[C:16]([CH:21]=[CH:22][CH:23]=2)[C:17]([O:19][CH3:20])=[O:18])[CH2:3]1. (4) Given the reactants [Br:1][C:2]1[CH:3]=[C:4]([N+:12]([O-:14])=[O:13])[C:5]2[N:9]=[CH:8][N:7]([CH3:10])[C:6]=2[CH:11]=1.[Br:15]N1C(=O)CCC1=O, predict the reaction product. The product is: [Br:15][C:8]1[N:7]([CH3:10])[C:6]2[CH:11]=[C:2]([Br:1])[CH:3]=[C:4]([N+:12]([O-:14])=[O:13])[C:5]=2[N:9]=1. (5) The product is: [NH2:1][C:2]1[C:12]([I:13])=[CH:11][C:5]([C:6]([O:8][CH2:9][CH3:10])=[O:7])=[CH:4][N:3]=1. Given the reactants [NH2:1][C:2]1[CH:12]=[CH:11][C:5]([C:6]([O:8][CH2:9][CH3:10])=[O:7])=[CH:4][N:3]=1.[I:13]I, predict the reaction product. (6) Given the reactants [CH3:1][O:2][C:3](=[O:36])[CH:4]([NH:28][C:29]([O:31][C:32]([CH3:35])([CH3:34])[CH3:33])=[O:30])[CH2:5][O:6][C:7]1[CH:12]=[CH:11][C:10]([CH2:13][CH2:14][CH2:15][CH2:16][NH:17]C(OCC2C=CC=CC=2)=O)=[CH:9][CH:8]=1, predict the reaction product. The product is: [CH3:1][O:2][C:3](=[O:36])[CH:4]([NH:28][C:29]([O:31][C:32]([CH3:34])([CH3:33])[CH3:35])=[O:30])[CH2:5][O:6][C:7]1[CH:8]=[CH:9][C:10]([CH2:13][CH2:14][CH2:15][CH2:16][NH2:17])=[CH:11][CH:12]=1.